This data is from Full USPTO retrosynthesis dataset with 1.9M reactions from patents (1976-2016). The task is: Predict the reactants needed to synthesize the given product. (1) Given the product [NH2:1][C:2]1[C:3]2[N:4]([C:8]([C@H:20]3[CH2:21][CH2:22][C@H:23]([CH2:26][NH:27][C:34](=[O:52])[CH3:35])[CH2:24][CH2:25]3)=[N:9][C:10]=2[C:11]2[NH:12][C:13]3[C:18]([CH:19]=2)=[CH:17][CH:16]=[CH:15][CH:14]=3)[CH:5]=[CH:6][N:7]=1, predict the reactants needed to synthesize it. The reactants are: [NH2:1][C:2]1[C:3]2[N:4]([C:8]([C@H:20]3[CH2:25][CH2:24][C@H:23]([CH2:26][NH2:27])[CH2:22][CH2:21]3)=[N:9][C:10]=2[C:11]2[NH:12][C:13]3[C:18]([CH:19]=2)=[CH:17][CH:16]=[CH:15][CH:14]=3)[CH:5]=[CH:6][N:7]=1.CCN=C=NC[CH2:34][CH2:35]N(C)C.Cl.C(N(CC)C(C)C)(C)C.CN(C)C=[O:52]. (2) Given the product [C:40]1([C:30]2[CH:35]=[CH:34][CH:33]=[CH:32][CH:31]=2)[CH:45]=[CH:18][C:17]([CH2:16][CH2:15][N:11]2[CH2:12][CH2:13][CH2:14][CH:9]([CH2:8][O:7][C:6]3[CH:26]=[CH:27][C:3]([C:2]([F:1])([F:28])[F:29])=[CH:4][CH:5]=3)[CH2:10]2)=[CH:42][CH:41]=1, predict the reactants needed to synthesize it. The reactants are: [F:1][C:2]([F:29])([F:28])[C:3]1[CH:27]=[CH:26][C:6]([O:7][CH2:8][CH:9]2[CH2:14][CH2:13][CH2:12][N:11]([CH2:15][CH2:16][C:17]3C4C(=CC=CC=4)N[CH:18]=3)[CH2:10]2)=[CH:5][CH:4]=1.[C:30]1([C:40]2[CH:45]=CC=[CH:42][CH:41]=2)[CH:35]=[CH:34][C:33](CC(O)=O)=[CH:32][CH:31]=1. (3) The reactants are: [Cl:1][C:2]1[CH:7]=[CH:6][C:5]([CH:8]([NH2:19])[C:9]([C:12]2[CH:17]=[CH:16][C:15]([Cl:18])=[CH:14][CH:13]=2)([NH2:11])[CH3:10])=[CH:4][CH:3]=1.CO[C:22](=O)[C:23]1[CH:28]=[CH:27][C:26]([C:29]([CH3:32])([CH3:31])[CH3:30])=[CH:25][C:24]=1[O:33][CH2:34][CH3:35].C[Al](C)C. Given the product [C:29]([C:26]1[CH:27]=[CH:28][C:23]([C:22]2[NH:19][C@H:8]([C:5]3[CH:6]=[CH:7][C:2]([Cl:1])=[CH:3][CH:4]=3)[C@@:9]([C:12]3[CH:13]=[CH:14][C:15]([Cl:18])=[CH:16][CH:17]=3)([CH3:10])[N:11]=2)=[C:24]([O:33][CH2:34][CH3:35])[CH:25]=1)([CH3:32])([CH3:30])[CH3:31], predict the reactants needed to synthesize it.